This data is from Catalyst prediction with 721,799 reactions and 888 catalyst types from USPTO. The task is: Predict which catalyst facilitates the given reaction. (1) Reactant: BrC1C=C2C(=CC=1)C=C([C:12]1[CH:24]=[CH:23][C:15]3[O:16][C:17]4[CH:22]=[CH:21][CH:20]=[CH:19][C:18]=4[C:14]=3[CH:13]=1)C=C2.[CH2:25]([Li])[CH2:26][CH2:27][CH3:28].[B:30](OC(C)C)([O:35]C(C)C)[O:31]C(C)C.Cl.[CH3:44][CH2:45][CH2:46][CH2:47][CH2:48][CH3:49]. Product: [CH:13]1[C:14]2[C:18]3[CH:19]=[CH:20][CH:21]=[CH:22][C:17]=3[O:16][C:15]=2[CH:23]=[CH:24][C:12]=1[C:26]1[CH:27]=[C:28]2[C:48](=[CH:49][CH:25]=1)[CH:47]=[C:46]([B:30]([OH:35])[OH:31])[CH:45]=[CH:44]2. The catalyst class is: 410. (2) Reactant: [Br:1][C:2]1[CH:3]=[C:4]2[C:8](=[CH:9][CH:10]=1)[NH:7][CH:6]=[C:5]2[C:11]#[N:12].FC(F)(F)C(O)=[O:16]. Product: [Br:1][C:2]1[CH:3]=[C:4]2[C:8](=[CH:9][CH:10]=1)[NH:7][CH:6]=[C:5]2[C:11]([NH2:12])=[O:16]. The catalyst class is: 65. (3) Reactant: [NH2:1][C:2]1[N:11]=[C:10]([C:12]([N:14]2[CH2:22][C:21]3[C:16](=[CH:17][CH:18]=[CH:19][CH:20]=3)[CH2:15]2)=[O:13])[C:9]2[C:4](=[CH:5][CH:6]=[C:7]([C:23]3[CH:28]=[C:27]([F:29])[CH:26]=[CH:25][C:24]=3[CH2:30]Cl)[CH:8]=2)[N:3]=1.C(=O)([O-])[O-].[Cs+].[Cs+].[NH:38]1[CH2:43][CH2:42][CH:41]([OH:44])[CH2:40][CH2:39]1. Product: [NH2:1][C:2]1[N:11]=[C:10]([C:12]([N:14]2[CH2:22][C:21]3[C:16](=[CH:17][CH:18]=[CH:19][CH:20]=3)[CH2:15]2)=[O:13])[C:9]2[C:4](=[CH:5][CH:6]=[C:7]([C:23]3[CH:28]=[C:27]([F:29])[CH:26]=[CH:25][C:24]=3[CH2:30][N:38]3[CH2:43][CH2:42][CH:41]([OH:44])[CH2:40][CH2:39]3)[CH:8]=2)[N:3]=1. The catalyst class is: 10.